From a dataset of Forward reaction prediction with 1.9M reactions from USPTO patents (1976-2016). Predict the product of the given reaction. (1) Given the reactants [Cl:1][C:2]1[C:7]([N:8]2[CH2:13][CH2:12][CH:11]([C:14]3[CH:19]=[C:18]([Cl:20])[CH:17]=[C:16]([Cl:21])[CH:15]=3)[CH2:10][CH2:9]2)=[CH:6][N:5]=[N:4][C:3]=1[NH:22][NH:23][C:24](=O)[CH2:25][C:26]([F:29])([F:28])[F:27].P(Cl)(Cl)(Cl)=O, predict the reaction product. The product is: [Cl:1][C:2]1[C:3]2[N:4]([C:24]([CH2:25][C:26]([F:29])([F:28])[F:27])=[N:23][N:22]=2)[N:5]=[CH:6][C:7]=1[N:8]1[CH2:13][CH2:12][CH:11]([C:14]2[CH:19]=[C:18]([Cl:20])[CH:17]=[C:16]([Cl:21])[CH:15]=2)[CH2:10][CH2:9]1. (2) Given the reactants C([O:3][C:4]([C:6]1[N:7]=[C:8]([C:11]#[C:12][CH2:13][N:14]([C:16]([O:18][C:19]([CH3:22])([CH3:21])[CH3:20])=[O:17])[CH3:15])[S:9][CH:10]=1)=[O:5])C.[OH-].[Na+].Cl, predict the reaction product. The product is: [C:19]([O:18][C:16]([N:14]([CH3:15])[CH2:13][C:12]#[C:11][C:8]1[S:9][CH:10]=[C:6]([C:4]([OH:5])=[O:3])[N:7]=1)=[O:17])([CH3:22])([CH3:21])[CH3:20]. (3) Given the reactants Cl.[N:2]1[CH:7]=[CH:6][CH:5]=[CH:4][C:3]=1[CH2:8][CH2:9][C:10]1[CH:15]=[CH:14][C:13]([CH2:16][C:17](Cl)=[N:18][OH:19])=[CH:12][CH:11]=1.CN(C)C=O.[C:26]([C:28]1[C:29]([NH2:35])=[N:30][C:31]([NH2:34])=[CH:32][CH:33]=1)#[CH:27].C(N(CC)CC)C, predict the reaction product. The product is: [N:2]1[CH:7]=[CH:6][CH:5]=[CH:4][C:3]=1[CH2:8][CH2:9][C:10]1[CH:15]=[CH:14][C:13]([CH2:16][C:17]2[CH:27]=[C:26]([C:28]3[C:29]([NH2:35])=[N:30][C:31]([NH2:34])=[CH:32][CH:33]=3)[O:19][N:18]=2)=[CH:12][CH:11]=1. (4) Given the reactants [CH:1]1([C:4]2[N:5]=[C:6]3[CH:11]=[CH:10][C:9]([N+:12]([O-])=O)=[CH:8][N:7]3[C:15]=2[CH3:16])[CH2:3][CH2:2]1.[Cl:17][C:18]1[CH:19]=[CH:20][C:21]([C:24]2[CH:29]=[CH:28][C:27]([C:30](O)=[O:31])=[CH:26][CH:25]=2)=[N:22][CH:23]=1, predict the reaction product. The product is: [Cl:17][C:18]1[CH:19]=[CH:20][C:21]([C:24]2[CH:29]=[CH:28][C:27]([C:30]([NH:12][C:9]3[CH:10]=[CH:11][C:6]4[N:7]([C:15]([CH3:16])=[C:4]([CH:1]5[CH2:3][CH2:2]5)[N:5]=4)[CH:8]=3)=[O:31])=[CH:26][CH:25]=2)=[N:22][CH:23]=1.